From a dataset of Reaction yield outcomes from USPTO patents with 853,638 reactions. Predict the reaction yield, written as a fraction of the theoretical maximum amount of product (1.0 means a 100% yield; for example, 0.34 means a 34% yield). (1) The reactants are Br[C:2]1[CH:3]=[CH:4][C:5]2[N:6]([CH:8]=[CH:9][N:10]=2)[CH:7]=1.[CH3:11][O:12][C:13]1[C:18]([NH:19][S:20]([CH:23]2[CH2:25][CH2:24]2)(=[O:22])=[O:21])=[CH:17][C:16](B2OC(C)(C)C(C)(C)O2)=[CH:15][N:14]=1.CC([O-])=O.[K+].C(Cl)Cl. The catalyst is O1CCOCC1.C1C=CC(P(C2C=CC=CC=2)[C-]2C=CC=C2)=CC=1.C1C=CC(P(C2C=CC=CC=2)[C-]2C=CC=C2)=CC=1.Cl[Pd]Cl.[Fe+2].O. The product is [N:10]1[CH:9]=[CH:8][N:6]2[CH:7]=[C:2]([C:16]3[CH:17]=[C:18]([NH:19][S:20]([CH:23]4[CH2:24][CH2:25]4)(=[O:22])=[O:21])[C:13]([O:12][CH3:11])=[N:14][CH:15]=3)[CH:3]=[CH:4][C:5]=12. The yield is 0.620. (2) The reactants are [Cl:1][C:2]1[N:11]=[CH:10][C:9]2[NH:8][C:7](=[O:12])[CH:6]3[CH2:13][O:14][CH2:15][CH2:16][N:5]3[C:4]=2[N:3]=1.Cl[CH2:18][C:19](=[O:21])[CH3:20].C([O-])([O-])=O.[K+].[K+].O. The catalyst is CN(C=O)C. The product is [Cl:1][C:2]1[N:11]=[CH:10][C:9]2[N:8]([CH2:18][C:19](=[O:21])[CH3:20])[C:7](=[O:12])[CH:6]3[CH2:13][O:14][CH2:15][CH2:16][N:5]3[C:4]=2[N:3]=1. The yield is 0.730. (3) The catalyst is O. The product is [CH2:10]([NH:12][C:7]([C:3]1[C:2]([Br:1])=[CH:6][S:5][CH:4]=1)=[O:9])[CH3:11]. The yield is 0.645. The reactants are [Br:1][C:2]1[C:3]([C:7]([OH:9])=O)=[CH:4][S:5][CH:6]=1.[CH2:10]([NH2:12])[CH3:11]. (4) The reactants are [CH3:1][C:2]1([CH3:15])[CH2:7][CH2:6][CH2:5][C:4](=[C:8]([CH3:14])[C:9]([O:11]CC)=[O:10])[CH2:3]1.[OH-].[Na+]. The catalyst is CCO.O. The yield is 0.950. The product is [CH3:1][C:2]1([CH3:15])[CH2:7][CH2:6][CH2:5][C:4](=[C:8]([CH3:14])[C:9]([OH:11])=[O:10])[CH2:3]1. (5) The reactants are [Cl:1][C:2]1[CH:3]=[C:4]([C:8]2[O:9][N:10]=[C:11]3[CH:16]=[CH:15][C:14]([CH:17]([C:19]4[CH:24]=[CH:23][C:22]([CH3:25])=[CH:21][CH:20]=4)[OH:18])=[CH:13][C:12]=23)[CH:5]=[CH:6][CH:7]=1. The catalyst is O1CCOCC1.O=[Mn]=O. The product is [Cl:1][C:2]1[CH:3]=[C:4]([C:8]2[O:9][N:10]=[C:11]3[CH:16]=[CH:15][C:14]([C:17]([C:19]4[CH:20]=[CH:21][C:22]([CH3:25])=[CH:23][CH:24]=4)=[O:18])=[CH:13][C:12]=23)[CH:5]=[CH:6][CH:7]=1. The yield is 1.00.